Task: Predict the reactants needed to synthesize the given product.. Dataset: Full USPTO retrosynthesis dataset with 1.9M reactions from patents (1976-2016) (1) Given the product [F:1][C:2]1[CH:3]=[CH:4][C:5]([O:21][CH3:22])=[C:6]([C:8]([CH3:19])([CH3:20])[CH2:9][C:10]([OH:14])([C:15]([F:18])([F:17])[F:16])[C:11](=[O:13])[CH3:12])[CH:7]=1, predict the reactants needed to synthesize it. The reactants are: [F:1][C:2]1[CH:3]=[CH:4][C:5]([O:21][CH3:22])=[C:6]([C:8]([CH3:20])([CH3:19])[CH2:9][C:10]([C:15]([F:18])([F:17])[F:16])([OH:14])[CH:11]([OH:13])[CH3:12])[CH:7]=1.C(N(CC)CC)C.[Cl-].[NH4+]. (2) Given the product [NH2:15][C:18]1[CH:19]=[N:20][C:21]2[C:26]([C:27]=1[NH:28][CH2:29][CH2:30][CH2:31][CH2:32][CH2:33][C:34]([O:36][CH2:37][CH3:38])=[O:35])=[CH:25][CH:24]=[CH:23][CH:22]=2, predict the reactants needed to synthesize it. The reactants are: S(S([O-])=O)([O-])=O.[Na+].[Na+].C(=O)([O-])[O-].[K+].[K+].[N+:15]([C:18]1[CH:19]=[N:20][C:21]2[C:26]([C:27]=1[NH:28][CH2:29][CH2:30][CH2:31][CH2:32][CH2:33][C:34]([O:36][CH2:37][CH3:38])=[O:35])=[CH:25][CH:24]=[CH:23][CH:22]=2)([O-])=O.ClCCl. (3) Given the product [CH3:1][O:2][C:3](=[O:27])[CH2:4][C:5]1[CH:6]=[C:7]([C:13]2[CH:18]=[CH:17][C:16]([C:19]([F:21])([F:20])[F:22])=[CH:15][C:14]=2[CH2:23][N:24]([CH2:25][CH3:26])[C:37]([NH:48][CH2:41][C:42]2[CH:47]=[CH:46][CH:45]=[CH:44][CH:43]=2)=[O:38])[C:8]([O:11][CH3:12])=[CH:9][CH:10]=1, predict the reactants needed to synthesize it. The reactants are: [CH3:1][O:2][C:3](=[O:27])[CH2:4][C:5]1[CH:6]=[C:7]([C:13]2[CH:18]=[CH:17][C:16]([C:19]([F:22])([F:21])[F:20])=[CH:15][C:14]=2[CH2:23][NH:24][CH2:25][CH3:26])[C:8]([O:11][CH3:12])=[CH:9][CH:10]=1.C(N(C(C)C)CC)(C)C.[C:37](Cl)(Cl)=[O:38].[CH2:41]([NH2:48])[C:42]1[CH:47]=[CH:46][CH:45]=[CH:44][CH:43]=1.C(N(CC)CC)C. (4) Given the product [CH3:14][C:13]1[C:8]([CH2:7][N:6]([CH2:16][C:17]2[C:22]([C:23]([O:26][C:27](=[O:29])[CH3:28])([CH3:25])[CH3:24])=[CH:21][CH:20]=[CH:19][N:18]=2)[CH2:5][CH2:4][CH2:3][CH2:2][NH:1][C:35]([NH2:34])=[O:36])=[N:9][CH:10]=[C:11]([CH3:15])[CH:12]=1, predict the reactants needed to synthesize it. The reactants are: [NH2:1][CH2:2][CH2:3][CH2:4][CH2:5][N:6]([CH2:16][C:17]1[C:22]([C:23]([O:26][C:27](=[O:29])[CH3:28])([CH3:25])[CH3:24])=[CH:21][CH:20]=[CH:19][N:18]=1)[CH2:7][C:8]1[C:13]([CH3:14])=[CH:12][C:11]([CH3:15])=[CH:10][N:9]=1.C[Si]([N:34]=[C:35]=[O:36])(C)C.